This data is from TCR-epitope binding with 47,182 pairs between 192 epitopes and 23,139 TCRs. The task is: Binary Classification. Given a T-cell receptor sequence (or CDR3 region) and an epitope sequence, predict whether binding occurs between them. (1) The epitope is HTTDPSFLGRY. The TCR CDR3 sequence is CSVEGADRGYEQYF. Result: 1 (the TCR binds to the epitope). (2) The epitope is YIFFASFYY. The TCR CDR3 sequence is CATSGTDRGGGETQYF. Result: 0 (the TCR does not bind to the epitope). (3) The TCR CDR3 sequence is CASSYPGELFF. The epitope is YFPLQSYGF. Result: 1 (the TCR binds to the epitope). (4) The epitope is VTEHDTLLY. The TCR CDR3 sequence is CASSLRRLAGQYEQFF. Result: 1 (the TCR binds to the epitope). (5) The epitope is LLWNGPMAV. The TCR CDR3 sequence is CASSEGANTEAFF. Result: 1 (the TCR binds to the epitope). (6) The epitope is SEPVLKGVKL. The TCR CDR3 sequence is CASSNRGREQYF. Result: 0 (the TCR does not bind to the epitope). (7) The epitope is PROT_97E67BCC. The TCR CDR3 sequence is CASSEFARGNQPQHF. Result: 1 (the TCR binds to the epitope). (8) Result: 1 (the TCR binds to the epitope). The epitope is CINGVCWTV. The TCR CDR3 sequence is CSAGESTPEAFF. (9) The epitope is DATYQRTRALVR. The TCR CDR3 sequence is CASSLSPGQKYEQYF. Result: 0 (the TCR does not bind to the epitope).